Dataset: Full USPTO retrosynthesis dataset with 1.9M reactions from patents (1976-2016). Task: Predict the reactants needed to synthesize the given product. (1) The reactants are: [Cl:1][C:2]1[CH:7]=[C:6]2[NH:8][C:9](=[O:29])[C:10]3([CH:15]([C:16]4[CH:21]=[CH:20][CH:19]=[C:18]([Cl:22])[CH:17]=4)[CH2:14][C:13](=[O:23])[NH:12][CH:11]3[C:24]([CH2:27][CH3:28])=[CH:25][CH3:26])[C:5]2=[CH:4][CH:3]=1.[CH3:30][O:31][CH:32]([Si:34]([CH3:37])([CH3:36])[CH3:35])[CH3:33].[C:38]([O:42][C:43](=[O:46])[CH2:44]Br)([CH3:41])([CH3:40])[CH3:39].C(=O)([O-])[O-].[Cs+].[Cs+]. Given the product [C:38]([O:42][C:43]([CH2:44][N:12]1[C:13](=[O:23])[CH2:14][CH:15]([C:16]2[CH:21]=[CH:20][CH:19]=[C:18]([Cl:22])[CH:17]=2)[C:10]2([C:5]3[C:6](=[CH:7][C:2]([Cl:1])=[CH:3][CH:4]=3)[NH:8][C:9]2=[O:29])[CH:11]1[C:24]([CH2:27][CH3:28])=[CH:25][CH3:26])=[O:46])([CH3:41])([CH3:40])[CH3:39].[CH3:30][O:31][CH:32]([Si:34]([CH3:37])([CH3:36])[CH3:35])[CH3:33], predict the reactants needed to synthesize it. (2) Given the product [CH3:23][S:24]([N:11]1[CH2:10][C@@H:9]2[CH2:15][C@@H:13]([CH2:14][NH:8]2)[CH2:12]1)(=[O:26])=[O:25], predict the reactants needed to synthesize it. The reactants are: C(OC([N:8]1[CH2:14][C@@H:13]2[CH2:15][C@H:9]1[CH2:10][NH:11][CH2:12]2)=O)(C)(C)C.C(N(CC)CC)C.[CH3:23][S:24](Cl)(=[O:26])=[O:25]. (3) Given the product [CH2:10]([C:17]1[C:18]([O:39][C@H:44]2[C@@H:49]3[O:50][C:51](=[O:53])[O:52][C@@H:48]3[C@@H:47]([O:54][CH3:55])[C:46]([CH3:57])([CH3:56])[O:45]2)=[CH:19][CH:20]=[C:21]2[C:26]=1[O:25][C:24](=[O:27])[C:23]([NH:28][C:29](=[O:38])[O:30][CH2:31][C:32]1[CH:37]=[CH:36][CH:35]=[CH:34][CH:33]=1)=[CH:22]2)[C:11]1[CH:16]=[CH:15][CH:14]=[CH:13][CH:12]=1, predict the reactants needed to synthesize it. The reactants are: B(F)(F)F.CCOCC.[CH2:10]([C:17]1[C:18]([OH:39])=[CH:19][CH:20]=[C:21]2[C:26]=1[O:25][C:24](=[O:27])[C:23]([NH:28][C:29](=[O:38])[O:30][CH2:31][C:32]1[CH:37]=[CH:36][CH:35]=[CH:34][CH:33]=1)=[CH:22]2)[C:11]1[CH:16]=[CH:15][CH:14]=[CH:13][CH:12]=1.ClC(Cl)(Cl)C(=N)O[C@H:44]1[C@@H:49]2[O:50][C:51](=[O:53])[O:52][C@@H:48]2[C@@H:47]([O:54][CH3:55])[C:46]([CH3:57])([CH3:56])[O:45]1.C(N(CC)CC)C. (4) The reactants are: [Cl:1][C:2]1[N:7]=[CH:6][N:5]=[C:4]([NH2:8])[CH:3]=1.[C:9](O[C:9]([O:11][C:12]([CH3:15])([CH3:14])[CH3:13])=[O:10])([O:11][C:12]([CH3:15])([CH3:14])[CH3:13])=[O:10]. Given the product [C:12]([O:11][C:9]([N:8]([C:9]([O:11][C:12]([CH3:15])([CH3:14])[CH3:13])=[O:10])[C:4]1[N:5]=[CH:6][N:7]=[C:2]([Cl:1])[CH:3]=1)=[O:10])([CH3:15])([CH3:14])[CH3:13], predict the reactants needed to synthesize it. (5) Given the product [CH:42]1[CH:43]=[CH:44][C:39]([C@@H:30]2[N:29]([C:27]([O:21][C@@H:15]3[CH:16]4[CH2:19][CH2:20][N:13]([CH2:18][CH2:17]4)[CH2:14]3)=[O:26])[CH2:38][CH2:37][C:36]3[CH:35]=[CH:34][CH:33]=[CH:32][C:31]2=3)=[CH:40][CH:41]=1, predict the reactants needed to synthesize it. The reactants are: C1(C)C=CC=CC=1.CN(C=O)C.[N:13]12[CH2:20][CH2:19][CH:16]([CH2:17][CH2:18]1)[C@@H:15]([OH:21])[CH2:14]2.CC([O:26][C:27]([N:29]1[CH2:38][CH2:37][C:36]2[C:31](=[CH:32][CH:33]=[CH:34][CH:35]=2)[C@@H:30]1[C:39]1[CH:44]=[CH:43][CH:42]=[CH:41][CH:40]=1)=O)(C)C. (6) Given the product [Br:1][C:2]1[CH:3]=[CH:4][C:5]([C:8]2[O:12][N:11]=[C:10]([CH3:13])[C:9]=2[NH:14][CH:25]([CH3:26])[CH2:24][CH2:23][C:19]2[CH:20]=[CH:21][CH:22]=[C:17]([C:16]([F:15])([F:28])[F:29])[CH:18]=2)=[CH:6][CH:7]=1, predict the reactants needed to synthesize it. The reactants are: [Br:1][C:2]1[CH:7]=[CH:6][C:5]([C:8]2[O:12][N:11]=[C:10]([CH3:13])[C:9]=2[NH2:14])=[CH:4][CH:3]=1.[F:15][C:16]([F:29])([F:28])[C:17]1[CH:18]=[C:19]([CH2:23][CH2:24][C:25](=O)[CH3:26])[CH:20]=[CH:21][CH:22]=1. (7) Given the product [C:40]([O:39][C:38]([NH:37][C@@H:35]([CH3:36])[CH2:34][NH:1][CH2:2][CH2:3][NH:4][C@H:5]1[CH2:10][CH2:9][C@H:8]([CH2:11][C:12]([NH:14][C@H:15]2[CH2:20][C:19]3[CH:21]=[CH:22][CH:23]=[C:24]([C:25]([OH:27])=[O:26])[C:18]=3[O:17][B:16]2[OH:28])=[O:13])[CH2:7][CH2:6]1)=[O:44])([CH3:43])([CH3:42])[CH3:41], predict the reactants needed to synthesize it. The reactants are: [NH2:1][CH2:2][CH2:3][NH:4][C@H:5]1[CH2:10][CH2:9][C@H:8]([CH2:11][C:12]([NH:14][C@H:15]2[CH2:20][C:19]3[CH:21]=[CH:22][CH:23]=[C:24]([C:25]([OH:27])=[O:26])[C:18]=3[O:17][B:16]2[OH:28])=[O:13])[CH2:7][CH2:6]1.C(O)(=O)C.O=[CH:34][C@@H:35]([NH:37][C:38](=[O:44])[O:39][C:40]([CH3:43])([CH3:42])[CH3:41])[CH3:36].C(O[BH-](OC(=O)C)OC(=O)C)(=O)C.[Na+]. (8) Given the product [CH2:24]([O:26][C:27](=[O:39])[CH2:28][O:29][C:30]1[CH:35]=[C:34]([CH3:36])[C:33]([S:37][C:41]2[CH:48]=[CH:47][C:44]([CH:45]=[O:46])=[CH:43][C:42]=2[CH3:49])=[CH:32][C:31]=1[CH3:38])[CH3:25], predict the reactants needed to synthesize it. The reactants are: C(OC(=O)COC1C=CC(SC2C=CC(C=O)=CC=2)=CC=1C)C.[CH2:24]([O:26][C:27](=[O:39])[CH2:28][O:29][C:30]1[CH:35]=[C:34]([CH3:36])[C:33]([SH:37])=[CH:32][C:31]=1[CH3:38])[CH3:25].Cl[C:41]1[CH:48]=[CH:47][C:44]([CH:45]=[O:46])=[CH:43][C:42]=1[CH3:49]. (9) Given the product [F:1][C:2]1[C:9]([CH2:10][CH2:11][OH:12])=[C:8]([F:13])[CH:7]=[CH:6][C:3]=1[CH2:4][N:39]1[CH2:40][CH2:41][C:35]2([O:34][CH2:33][CH2:32][N:31]([C:29]([C:27]3[N:28]=[C:24]([CH:21]([CH3:22])[CH3:23])[S:25][CH:26]=3)=[O:30])[CH2:36]2)[CH2:37][CH2:38]1, predict the reactants needed to synthesize it. The reactants are: [F:1][C:2]1[C:9]([CH2:10][CH2:11][OH:12])=[C:8]([F:13])[CH:7]=[CH:6][C:3]=1[CH:4]=O.FC(F)(F)C(O)=O.[CH:21]([C:24]1[S:25][CH:26]=[C:27]([C:29]([N:31]2[CH2:36][C:35]3([CH2:41][CH2:40][NH:39][CH2:38][CH2:37]3)[O:34][CH2:33][CH2:32]2)=[O:30])[N:28]=1)([CH3:23])[CH3:22].C(O)(=O)C. (10) Given the product [Br:3][C:4]1[CH:16]=[CH:15][C:14]2[C:13]3[C:8](=[CH:9][C:10]([Br:17])=[CH:11][CH:12]=3)[C:7]3([CH2:21][CH2:20][CH2:19]3)[C:6]=2[CH:5]=1, predict the reactants needed to synthesize it. The reactants are: [OH-].[K+].[Br:3][C:4]1[CH:16]=[CH:15][C:14]2[C:13]3[C:8](=[CH:9][C:10]([Br:17])=[CH:11][CH:12]=3)[CH2:7][C:6]=2[CH:5]=1.Br[CH2:19][CH2:20][CH2:21]Br.